Dataset: Retrosynthesis with 50K atom-mapped reactions and 10 reaction types from USPTO. Task: Predict the reactants needed to synthesize the given product. (1) Given the product CCCCOCCOc1ccc(-c2ccc3c(c2)C=C(C(=O)Nc2ccc(S(=O)Cc4nccn4C)c(C)c2)CCN3CC(C)C)cc1, predict the reactants needed to synthesize it. The reactants are: CCCCOCCOc1ccc(-c2ccc3c(c2)C=C(C(=O)Nc2ccc(SCc4nccn4C)c(C)c2)CCN3CC(C)C)cc1.O=S([O-])([O-])=S. (2) Given the product CC(NC=O)C1CCNCC1, predict the reactants needed to synthesize it. The reactants are: CC(NC=O)c1ccncc1. (3) The reactants are: COC(=O)[C@H](Cc1ccccc1)Nc1cccc(-c2ccc(OCc3ccccc3)cc2)c1. Given the product COC(=O)[C@H](Cc1ccccc1)Nc1cccc(-c2ccc(O)cc2)c1, predict the reactants needed to synthesize it.